This data is from Forward reaction prediction with 1.9M reactions from USPTO patents (1976-2016). The task is: Predict the product of the given reaction. (1) The product is: [F:1][C:2]1[CH:7]=[CH:6][CH:5]=[CH:4][C:3]=1[C:8]([C:9](=[O:14])[CH2:10][CH2:11][CH2:12][CH3:13])=[CH2:16]. Given the reactants [F:1][C:2]1[CH:7]=[CH:6][CH:5]=[CH:4][C:3]=1[CH2:8][C:9](=[O:14])[CH2:10][CH2:11][CH2:12][CH3:13].N1CCCC[CH2:16]1.C=O, predict the reaction product. (2) Given the reactants [NH2:1][C@:2]([C:18]1[CH:23]=[CH:22][C:21]([Cl:24])=[CH:20][N:19]=1)([C:7]1[CH:12]=[C:11]([C:13]([F:16])([F:15])[F:14])[CH:10]=[C:9]([F:17])[CH:8]=1)[CH2:3][C:4]([NH2:6])=[O:5].[NH2:25][C:26](N)=[O:27], predict the reaction product. The product is: [NH2:6][C:4](=[O:5])[CH2:3][C@@:2]([NH:1][C:26]([NH:25][C:7]1[CH:12]=[CH:11][CH:10]=[C:9]([F:17])[CH:8]=1)=[O:27])([C:18]1[CH:23]=[CH:22][C:21]([Cl:24])=[CH:20][N:19]=1)[C:7]1[CH:12]=[C:11]([C:13]([F:15])([F:14])[F:16])[CH:10]=[C:9]([F:17])[CH:8]=1. (3) Given the reactants Cl.[NH2:2][CH2:3][C:4]1[CH:9]=[CH:8][C:7]([NH:10][C:11]2[CH:16]=[CH:15][C:14]([C:17]([F:20])([F:19])[F:18])=[CH:13][C:12]=2[NH:21][C:22]([C:24]2[CH:32]=[C:31]([Cl:33])[C:30]([Cl:34])=[CH:29][C:25]=2[C:26]([OH:28])=[O:27])=[O:23])=[CH:6][CH:5]=1.[CH:35](=O)[C:36]1[CH:41]=[CH:40][CH:39]=[CH:38][CH:37]=1.C([BH3-])#N.[Na+].[OH-].[Na+], predict the reaction product. The product is: [CH2:35]([NH:2][CH2:3][C:4]1[CH:5]=[CH:6][C:7]([NH:10][C:11]2[CH:16]=[CH:15][C:14]([C:17]([F:19])([F:20])[F:18])=[CH:13][C:12]=2[NH:21][C:22]([C:24]2[CH:32]=[C:31]([Cl:33])[C:30]([Cl:34])=[CH:29][C:25]=2[C:26]([OH:28])=[O:27])=[O:23])=[CH:8][CH:9]=1)[C:36]1[CH:41]=[CH:40][CH:39]=[CH:38][CH:37]=1.